Dataset: Catalyst prediction with 721,799 reactions and 888 catalyst types from USPTO. Task: Predict which catalyst facilitates the given reaction. Reactant: [Br:1][C:2]1[CH:7]=[CH:6][C:5]([NH:8][C:9]2[C:18]3[C:13](=[CH:14][C:15]([O:20][CH3:21])=[C:16]([OH:19])[CH:17]=3)[N:12]=[CH:11][N:10]=2)=[C:4]([F:22])[CH:3]=1.Cl[CH2:24][CH2:25][CH2:26][N:27]1[CH2:32][CH2:31][CH:30]2[CH2:33][O:34][CH2:35][CH:29]2[CH2:28]1.C([O-])([O-])=O.[K+].[K+].C(Cl)Cl. Product: [Br:1][C:2]1[CH:7]=[CH:6][C:5]([NH:8][C:9]2[C:18]3[C:13](=[CH:14][C:15]([O:20][CH3:21])=[C:16]([O:19][CH2:24][CH2:25][CH2:26][N:27]4[CH2:32][CH2:31][CH:30]5[CH2:33][O:34][CH2:35][CH:29]5[CH2:28]4)[CH:17]=3)[N:12]=[CH:11][N:10]=2)=[C:4]([F:22])[CH:3]=1. The catalyst class is: 3.